This data is from Experimentally validated miRNA-target interactions with 360,000+ pairs, plus equal number of negative samples. The task is: Binary Classification. Given a miRNA mature sequence and a target amino acid sequence, predict their likelihood of interaction. The miRNA is rno-let-7e-5p with sequence UGAGGUAGGAGGUUGUAUAGUU. The protein sequence of the target gene is MYDPERRWSLSFAGCGFLGFYHVGATLCLSERAPHLLRDARTFFGCSAGALHAVTFVCSLPLGRIMEILMDLVRKARSRNIGTLHPFFNINKCIRDGLQESLPDNVHQVISGKVHISLTRVSDGENVLVSEFHSKDEVVDALVCSCFIPLFSGLIPPSFRGERYVDGGVSDNVPVLDAKTTITVSPFYGEHDICPKVKSTNFFHVNITNLSLRLCTGNLQLLTRALFPSDVKVMGELCYQGYLDAFRFLEENGICNGPQRSLSLSLVAPEACLENGKLVGDKVPVSLCFTDENIWETLSP.... Result: 0 (no interaction).